Binary Classification. Given a drug SMILES string, predict its activity (active/inactive) in a high-throughput screening assay against a specified biological target. From a dataset of Tyrosyl-DNA phosphodiesterase HTS with 341,365 compounds. The molecule is s1cc(nc1C)Cc1oc(SCC(=O)Nc2ccc(OCC)cc2)nn1. The result is 0 (inactive).